From a dataset of Reaction yield outcomes from USPTO patents with 853,638 reactions. Predict the reaction yield, written as a fraction of the theoretical maximum amount of product (1.0 means a 100% yield; for example, 0.34 means a 34% yield). (1) The reactants are [CH2:1](Br)[CH2:2][CH2:3][CH2:4][CH2:5][CH2:6][CH2:7][CH2:8]/[CH:9]=[CH:10]\[CH2:11]/[CH:12]=[CH:13]\[CH2:14][CH2:15][CH2:16][CH2:17][CH3:18].BrCBr.[CH:23]([O-:25])=O.[OH-].[Na+]. The catalyst is C(OCC)C.C1COCC1. The product is [CH3:18][CH2:17][CH2:16][CH2:15][CH2:14][CH:13]=[CH:12][CH2:11][CH:10]=[CH:9][CH2:8][CH2:7][CH2:6][CH2:5][CH2:4][CH2:3][CH2:2][CH2:1][CH:23]([OH:25])[CH2:1][CH2:2][CH2:3][CH2:4][CH2:5][CH2:6][CH2:7][CH2:8][CH:9]=[CH:10][CH2:11][CH:12]=[CH:13][CH2:14][CH2:15][CH2:16][CH2:17][CH3:18]. The yield is 0.800. (2) The reactants are Cl[C:2]1[C:10]2[C:5](=[N:6][CH:7]=[CH:8][C:9]=2[O:11][C:12]2[CH:17]=[CH:16][C:15]([Cl:18])=[CH:14][CH:13]=2)[N:4]([CH2:19][O:20][CH2:21][CH2:22][Si:23]([CH3:26])([CH3:25])[CH3:24])[CH:3]=1.[NH2:27][C@@H:28]1[CH2:32][CH2:31][N:30]([C:33]([O:35][C:36]([CH3:39])([CH3:38])[CH3:37])=[O:34])[CH2:29]1.CC(C1C=C(C(C)C)C(C2C=CC=CC=2P(C2CCCCC2)C2CCCCC2)=C(C(C)C)C=1)C.C([O-])([O-])=O.[K+].[K+]. The catalyst is C1C=CC(/C=C/C(/C=C/C2C=CC=CC=2)=O)=CC=1.C1C=CC(/C=C/C(/C=C/C2C=CC=CC=2)=O)=CC=1.C1C=CC(/C=C/C(/C=C/C2C=CC=CC=2)=O)=CC=1.[Pd].[Pd]. The product is [Cl:18][C:15]1[CH:16]=[CH:17][C:12]([O:11][C:9]2[CH:8]=[CH:7][N:6]=[C:5]3[N:4]([CH2:19][O:20][CH2:21][CH2:22][Si:23]([CH3:26])([CH3:25])[CH3:24])[CH:3]=[C:2]([NH:27][C@@H:28]4[CH2:32][CH2:31][N:30]([C:33]([O:35][C:36]([CH3:39])([CH3:38])[CH3:37])=[O:34])[CH2:29]4)[C:10]=23)=[CH:13][CH:14]=1. The yield is 0.860. (3) The reactants are [F-].C([N+](CCCC)(CCCC)CCCC)CCC.[Cl:19][C:20]1[CH:25]=[CH:24][CH:23]=[C:22]([C:26]#[N:27])[C:21]=1[N:28]1[C:32]2=[N:33][CH:34]=[N:35][C:36]([O:37][C@@H:38]([CH2:49][O:50][C@H:51]([CH3:64])[CH2:52][O:53][Si](C(C)C)(C(C)C)C(C)C)[C:39]([NH:41][C:42]3[CH:47]=[CH:46][C:45]([CH3:48])=[CH:44][N:43]=3)=[O:40])=[C:31]2[CH:30]=[N:29]1. The catalyst is C1COCC1. The product is [Cl:19][C:20]1[CH:25]=[CH:24][CH:23]=[C:22]([C:26]#[N:27])[C:21]=1[N:28]1[C:32]2=[N:33][CH:34]=[N:35][C:36]([O:37][C@@H:38]([CH2:49][O:50][C@H:51]([CH3:64])[CH2:52][OH:53])[C:39]([NH:41][C:42]3[CH:47]=[CH:46][C:45]([CH3:48])=[CH:44][N:43]=3)=[O:40])=[C:31]2[CH:30]=[N:29]1. The yield is 0.505. (4) The reactants are Br[C:2]1[CH:7]=[C:6]([O:8][CH2:9][CH:10]([CH3:12])[CH3:11])[N:5]=[C:4]([C:13]([CH3:16])([CH3:15])[CH3:14])[CH:3]=1.[B:17]1([B:17]2[O:21][C:20]([CH3:23])([CH3:22])[C:19]([CH3:25])([CH3:24])[O:18]2)[O:21][C:20]([CH3:23])([CH3:22])[C:19]([CH3:25])([CH3:24])[O:18]1.CC([O-])=O.[K+]. The catalyst is CN(C=O)C.C1C=CC(P(C2C=CC=CC=2)[C-]2C=CC=C2)=CC=1.C1C=CC(P(C2C=CC=CC=2)[C-]2C=CC=C2)=CC=1.Cl[Pd]Cl.[Fe+2]. The product is [C:13]([C:4]1[CH:3]=[C:2]([B:17]2[O:21][C:20]([CH3:23])([CH3:22])[C:19]([CH3:25])([CH3:24])[O:18]2)[CH:7]=[C:6]([O:8][CH2:9][CH:10]([CH3:12])[CH3:11])[N:5]=1)([CH3:16])([CH3:15])[CH3:14]. The yield is 0.670.